Dataset: Reaction yield outcomes from USPTO patents with 853,638 reactions. Task: Predict the reaction yield, written as a fraction of the theoretical maximum amount of product (1.0 means a 100% yield; for example, 0.34 means a 34% yield). (1) The reactants are [F:1][C:2]1[CH:27]=[CH:26][CH:25]=[CH:24][C:3]=1[CH2:4][N:5]1[C:9]([C:10]2[CH:15]=[CH:14][CH:13]=[C:12]([O:16]C)[N:11]=2)=[CH:8][C:7]([C:18]2[CH:23]=[CH:22][CH:21]=[CH:20][N:19]=2)=[N:6]1.Br.C(=O)(O)[O-].[Na+]. No catalyst specified. The product is [F:1][C:2]1[CH:27]=[CH:26][CH:25]=[CH:24][C:3]=1[CH2:4][N:5]1[C:9]([C:10]2[N:11]=[C:12]([OH:16])[CH:13]=[CH:14][CH:15]=2)=[CH:8][C:7]([C:18]2[CH:23]=[CH:22][CH:21]=[CH:20][N:19]=2)=[N:6]1. The yield is 0.700. (2) The reactants are [F:1][C:2]1[CH:7]=[CH:6][CH:5]=[C:4]([F:8])[C:3]=1[C:9]1[NH:13][CH:12]=[C:11]([CH2:14][OH:15])[CH:10]=1.C[N+]1([O-])CCOCC1. The catalyst is C(#N)C.C(OCC)(=O)C.[Ru]([O-])(=O)(=O)=O.C([N+](CCC)(CCC)CCC)CC. The product is [F:1][C:2]1[CH:7]=[CH:6][CH:5]=[C:4]([F:8])[C:3]=1[C:9]1[NH:13][CH:12]=[C:11]([CH:14]=[O:15])[CH:10]=1. The yield is 0.770. (3) The reactants are [F:1][C:2]1[CH:7]=[CH:6][C:5]([CH2:8][C@@H:9]([NH:27]C(=O)OC(C)(C)C)[C:10](=[O:26])[NH:11][C:12]2[CH:13]=[C:14]3[C:24](=[O:25])[NH:23][N:22]=[CH:21][C:16]4=[CH:17][NH:18][C:19]([CH:20]=2)=[C:15]34)=[CH:4][CH:3]=1.[ClH:35]. The catalyst is O1CCOCC1. The product is [ClH:35].[NH2:27][C@H:9]([CH2:8][C:5]1[CH:6]=[CH:7][C:2]([F:1])=[CH:3][CH:4]=1)[C:10]([NH:11][C:12]1[CH:13]=[C:14]2[C:24](=[O:25])[NH:23][N:22]=[CH:21][C:16]3=[CH:17][NH:18][C:19]([CH:20]=1)=[C:15]23)=[O:26]. The yield is 0.800. (4) The reactants are Br[C:2]1[CH:8]=[C:7]([N+:9]([O-:11])=[O:10])[C:6]([F:12])=[CH:5][C:3]=1[NH2:4].[CH3:13][C:14]([CH3:18])([CH3:17])[C:15]#[CH:16].CCN(CC)CC. The catalyst is C1(C)C=CC=CC=1.O.[Cu]I.Cl[Pd](Cl)([P](C1C=CC=CC=1)(C1C=CC=CC=1)C1C=CC=CC=1)[P](C1C=CC=CC=1)(C1C=CC=CC=1)C1C=CC=CC=1. The product is [CH3:13][C:14]([CH3:18])([CH3:17])[C:15]#[C:16][C:2]1[CH:8]=[C:7]([N+:9]([O-:11])=[O:10])[C:6]([F:12])=[CH:5][C:3]=1[NH2:4]. The yield is 0.460. (5) The reactants are [Cl:1][C:2]([CH2:13][CH2:14][CH2:15][C:16]1[CH:25]=[CH:24][C:23]([O:26][CH3:27])=[C:22]2[C:17]=1[CH:18]=[CH:19][C:20](=[O:29])[N:21]2[CH3:28])(C(OCC)=O)[C:3]([O:5]CC)=[O:4].C(O)(=O)C.Cl. The catalyst is O. The product is [Cl:1][CH:2]([CH2:13][CH2:14][CH2:15][C:16]1[CH:25]=[CH:24][C:23]([O:26][CH3:27])=[C:22]2[C:17]=1[CH:18]=[CH:19][C:20](=[O:29])[N:21]2[CH3:28])[C:3]([OH:5])=[O:4]. The yield is 0.750. (6) The reactants are [Cl:1][C:2]1[CH:11]=[CH:10][CH:9]=[C:8]([CH:12]2[CH2:16][CH2:15][CH2:14][CH2:13]2)[C:3]=1[C:4]([O:6]C)=[O:5]. The catalyst is CCO.[OH-].[Na+]. The product is [Cl:1][C:2]1[CH:11]=[CH:10][CH:9]=[C:8]([CH:12]2[CH2:13][CH2:14][CH2:15][CH2:16]2)[C:3]=1[C:4]([OH:6])=[O:5]. The yield is 0.390.